Task: Predict the product of the given reaction.. Dataset: Forward reaction prediction with 1.9M reactions from USPTO patents (1976-2016) Given the reactants [Br:1][C:2]1[C:10]2[C:6](=[C:7]3[NH:14][C:13](=[O:15])[CH:12]=[C:11]([CH:16]4[CH2:21][CH2:20][N:19](C(OC(C)(C)C)=O)[CH2:18][CH2:17]4)[N:8]3[N:9]=2)[CH:5]=[CH:4][CH:3]=1.[ClH:29], predict the reaction product. The product is: [ClH:29].[Br:1][C:2]1[C:10]2[C:6](=[C:7]3[NH:14][C:13](=[O:15])[CH:12]=[C:11]([CH:16]4[CH2:21][CH2:20][NH:19][CH2:18][CH2:17]4)[N:8]3[N:9]=2)[CH:5]=[CH:4][CH:3]=1.